This data is from Full USPTO retrosynthesis dataset with 1.9M reactions from patents (1976-2016). The task is: Predict the reactants needed to synthesize the given product. (1) Given the product [B:10]1([OH:21])[O:14][C:13]([CH3:16])([CH3:15])[C:12]([CH3:18])([CH3:17])[O:11]1, predict the reactants needed to synthesize it. The reactants are: [B:10]1([B:10]2[O:14][C:13]([CH3:16])([CH3:15])[C:12]([CH3:18])([CH3:17])[O:11]2)[O:14][C:13]([CH3:16])([CH3:15])[C:12]([CH3:18])([CH3:17])[O:11]1.C([O-])(=[O:21])C.[K+].O. (2) Given the product [Cl:15][C:11]1[CH:12]=[C:13]2[C:8](=[CH:9][CH:10]=1)[NH:7][C:6](=[O:16])[C:5]([C@@H:3]([NH:2][C:18]1[C:23]([F:24])=[C:22]([I:25])[CH:21]=[CH:20][N:19]=1)[CH3:4])=[CH:14]2, predict the reactants needed to synthesize it. The reactants are: Cl.[NH2:2][C@H:3]([C:5]1[C:6](=[O:16])[NH:7][C:8]2[C:13]([CH:14]=1)=[CH:12][C:11]([Cl:15])=[CH:10][CH:9]=2)[CH3:4].F[C:18]1[C:23]([F:24])=[C:22]([I:25])[CH:21]=[CH:20][N:19]=1.C([O-])([O-])=O.[K+].[K+]. (3) Given the product [ClH:32].[O:2]=[C:3]1[NH:8][CH:7]=[C:6]([C:9]2[CH:10]=[C:11]3[C:28](=[CH:29][CH:30]=2)[O:27][C:14]2([CH2:19][CH2:18][NH:17][CH2:16][CH2:15]2)[CH2:13][C:12]3=[O:31])[CH:5]=[CH:4]1, predict the reactants needed to synthesize it. The reactants are: C[O:2][C:3]1[N:8]=[CH:7][C:6]([C:9]2[CH:10]=[C:11]3[C:28](=[CH:29][CH:30]=2)[O:27][C:14]2([CH2:19][CH2:18][N:17](C(OC(C)(C)C)=O)[CH2:16][CH2:15]2)[CH2:13][C:12]3=[O:31])=[CH:5][CH:4]=1.[ClH:32].